Dataset: Peptide-MHC class I binding affinity with 185,985 pairs from IEDB/IMGT. Task: Regression. Given a peptide amino acid sequence and an MHC pseudo amino acid sequence, predict their binding affinity value. This is MHC class I binding data. (1) The peptide sequence is GFTATICLK. The MHC is HLA-A11:01 with pseudo-sequence HLA-A11:01. The binding affinity (normalized) is 0.658. (2) The peptide sequence is KSNGAQQWL. The MHC is HLA-B15:17 with pseudo-sequence HLA-B15:17. The binding affinity (normalized) is 0.834. (3) The peptide sequence is YTIYGAWMF. The MHC is HLA-B15:42 with pseudo-sequence HLA-B15:42. The binding affinity (normalized) is 0.213.